Dataset: Reaction yield outcomes from USPTO patents with 853,638 reactions. Task: Predict the reaction yield, written as a fraction of the theoretical maximum amount of product (1.0 means a 100% yield; for example, 0.34 means a 34% yield). (1) The reactants are [NH2:1][C:2]1[CH:3]=[C:4]([N:8]2[CH2:17][CH2:16][C:15]3[C:10](=[CH:11][CH:12]=[C:13]([Cl:18])[CH:14]=3)[C:9]2=[O:19])[CH:5]=[N:6][CH:7]=1.[H-].[Na+].[C:22](Cl)(=[O:26])[CH:23]([CH3:25])[CH3:24]. The catalyst is CN(C=O)C. The product is [Cl:18][C:13]1[CH:14]=[C:15]2[C:10](=[CH:11][CH:12]=1)[C:9](=[O:19])[N:8]([C:4]1[CH:3]=[C:2]([NH:1][C:22](=[O:26])[CH:23]([CH3:25])[CH3:24])[CH:7]=[N:6][CH:5]=1)[CH2:17][CH2:16]2. The yield is 0.240. (2) The reactants are [CH3:1][C@H:2]1[C@H:20]([CH3:21])[N:7]2[C:8]3[CH:9]=[C:10]([C:15]([O:17]CC)=[O:16])[CH:11]=[CH:12][C:13]=3[CH:14]=[C:6]2[C:5](=[O:22])[NH:4][CH2:3]1. The catalyst is O1CCOCC1.O. The product is [CH3:1][C@H:2]1[C@H:20]([CH3:21])[N:7]2[C:8]3[CH:9]=[C:10]([C:15]([OH:17])=[O:16])[CH:11]=[CH:12][C:13]=3[CH:14]=[C:6]2[C:5](=[O:22])[NH:4][CH2:3]1. The yield is 0.610. (3) The reactants are C([N:8]1[CH2:15][CH:14]([C:16]([O:18][CH2:19][CH3:20])=[O:17])[CH2:13][C:9]21[CH2:12][O:11][CH2:10]2)C1C=CC=CC=1.C(O)(C(F)(F)F)=O. The catalyst is CCO.[OH-].[OH-].[Pd+2]. The product is [CH2:10]1[C:9]2([CH2:13][CH:14]([C:16]([O:18][CH2:19][CH3:20])=[O:17])[CH2:15][NH:8]2)[CH2:12][O:11]1. The yield is 1.00.